From a dataset of Full USPTO retrosynthesis dataset with 1.9M reactions from patents (1976-2016). Predict the reactants needed to synthesize the given product. (1) Given the product [Cl:37][C:36]1[CH:35]=[CH:34][CH:33]=[C:32]([Cl:38])[C:31]=1[C:24]1[C:23]([CH2:22][O:1][C:2]2[CH:7]=[CH:6][C:5]([C:8]3[C:12]4[CH:13]=[C:14]([C:17]([OH:19])=[O:18])[CH:15]=[CH:16][C:11]=4[S:10][CH:9]=3)=[CH:4][CH:3]=2)=[C:27]([CH:28]([CH3:30])[CH3:29])[O:26][N:25]=1, predict the reactants needed to synthesize it. The reactants are: [OH:1][C:2]1[CH:7]=[CH:6][C:5]([C:8]2[C:12]3[CH:13]=[C:14]([C:17]([O:19]C)=[O:18])[CH:15]=[CH:16][C:11]=3[S:10][CH:9]=2)=[CH:4][CH:3]=1.Cl[CH2:22][C:23]1[C:24]([C:31]2[C:36]([Cl:37])=[CH:35][CH:34]=[CH:33][C:32]=2[Cl:38])=[N:25][O:26][C:27]=1[CH:28]([CH3:30])[CH3:29].C(=O)([O-])[O-].[K+].[K+].[OH-].[Na+]. (2) Given the product [C:17]([C:5]1[C:4]2[CH:3]=[C:2]([CH:28]=[O:29])[C:11]([O:12][CH2:13][CH3:14])=[CH:10][C:9]=2[C:8]([CH3:16])([CH3:15])[CH2:7][CH:6]=1)([CH3:20])([CH3:19])[CH3:18], predict the reactants needed to synthesize it. The reactants are: Br[C:2]1[CH:3]=[C:4]2[C:9](=[CH:10][C:11]=1[O:12][CH2:13][CH3:14])[C:8]([CH3:16])([CH3:15])[CH2:7][CH:6]=[C:5]2[C:17]([CH3:20])([CH3:19])[CH3:18].C([Li])CCC.CN(C)[CH:28]=[O:29]. (3) Given the product [I:1][C:2]1[CH:7]=[CH:6][C:5]([O:8][CH2:10][CH2:19][N:17]([CH3:18])[CH3:16])=[CH:4][CH:3]=1, predict the reactants needed to synthesize it. The reactants are: [I:1][C:2]1[CH:7]=[CH:6][C:5]([OH:8])=[CH:4][CH:3]=1.Cl.[C:10](=O)([O-])[O-].[K+].[K+].[CH3:16][N:17]([CH:19]=O)[CH3:18]. (4) The reactants are: CCN=C=NCCCN(C)C.[C:12]([O:16][C:17]([NH:19][CH2:20][CH2:21][C:22]([OH:24])=O)=[O:18])([CH3:15])([CH3:14])[CH3:13].[CH3:25][C:26]1([CH3:34])[O:33][C:31](=[O:32])[CH2:30][C:28](=[O:29])[O:27]1.CO. Given the product [CH3:25][C:26]1([CH3:34])[O:33][C:31](=[O:32])[CH:30]([C:22](=[O:24])[CH2:21][CH2:20][NH:19][C:17](=[O:18])[O:16][C:12]([CH3:13])([CH3:14])[CH3:15])[C:28](=[O:29])[O:27]1, predict the reactants needed to synthesize it. (5) Given the product [O:5]1[CH2:30][CH2:39][CH2:38][CH2:37][C:36]2[CH:35]=[CH:34][CH:33]=[C:32]([N:53]3[CH2:58][CH2:57][NH:56][CH2:55][CH2:54]3)[C:31]1=2, predict the reactants needed to synthesize it. The reactants are: CC([O-:5])(C)C.[Na+].C1C=CC(P([C:38]2[C:37]([C:30]3[C:39](P(C4C=CC=CC=4)C4C=CC=CC=4)=[CH:38][CH:37]=[C:36]4[C:31]=3[CH:32]=[CH:33][CH:34]=[CH:35]4)=[C:36]3[C:31]([CH:32]=[CH:33][CH:34]=[CH:35]3)=[CH:30][CH:39]=2)C2C=CC=CC=2)=CC=1.[NH:53]1[CH2:58][CH2:57][NH:56][CH2:55][CH2:54]1.